From a dataset of Catalyst prediction with 721,799 reactions and 888 catalyst types from USPTO. Predict which catalyst facilitates the given reaction. (1) Reactant: [N:1]([CH2:4][C@@H:5]1[O:9][C:8](=[O:10])[N:7]([C:11]2[CH:16]=[CH:15][C:14]([C:17]3[O:18][CH:19]=[C:20]([CH2:22][N:23]4[CH:27]=[CH:26][CH:25]=[N:24]4)[N:21]=3)=[C:13]([F:28])[CH:12]=2)[CH2:6]1)=[N+]=[N-].O.[C:30](OC(=O)C)(=[O:32])[CH3:31]. Product: [F:28][C:13]1[CH:12]=[C:11]([N:7]2[CH2:6][C@H:5]([CH2:4][NH:1][C:30](=[O:32])[CH3:31])[O:9][C:8]2=[O:10])[CH:16]=[CH:15][C:14]=1[C:17]1[O:18][CH:19]=[C:20]([CH2:22][N:23]2[CH:27]=[CH:26][CH:25]=[N:24]2)[N:21]=1. The catalyst class is: 860. (2) Product: [I:23][CH2:2][CH2:3][C@@H:4]([O:11][C:12]1[C:20]2[S:19][C:18]([C:21]#[N:22])=[CH:17][C:16]=2[CH:15]=[CH:14][CH:13]=1)[C:5]1[CH:10]=[CH:9][CH:8]=[CH:7][CH:6]=1. The catalyst class is: 21. Reactant: Cl[CH2:2][CH2:3][C@@H:4]([O:11][C:12]1[C:20]2[S:19][C:18]([C:21]#[N:22])=[CH:17][C:16]=2[CH:15]=[CH:14][CH:13]=1)[C:5]1[CH:10]=[CH:9][CH:8]=[CH:7][CH:6]=1.[I-:23].[Na+].O. (3) Reactant: [NH2:1][C:2]1[CH:9]=[CH:8][C:7]([Cl:10])=[CH:6][C:3]=1[C:4]#[N:5].O.C1(C)C=CC(S(O)(=O)=O)=CC=1.[CH3:23][O:24][C:25]1[CH:32]=[CH:31][C:28]([CH2:29]O)=[CH:27][CH:26]=1. Product: [Cl:10][C:7]1[CH:8]=[CH:9][C:2]([NH:1][CH2:29][C:28]2[CH:31]=[CH:32][C:25]([O:24][CH3:23])=[CH:26][CH:27]=2)=[C:3]([CH:6]=1)[C:4]#[N:5]. The catalyst class is: 10. (4) Reactant: [CH2:1]([C:8]#[N:9])[C:2]1[CH:7]=[CH:6][CH:5]=[CH:4][CH:3]=1.[H-].[Na+].[C:12](OCC)(=[O:16])[CH:13]([CH3:15])[CH3:14]. Product: [CH3:14][CH:13]([CH3:15])[C:12](=[O:16])[CH:1]([C:2]1[CH:7]=[CH:6][CH:5]=[CH:4][CH:3]=1)[C:8]#[N:9]. The catalyst class is: 1.